Dataset: Human liver microsome stability data. Task: Regression/Classification. Given a drug SMILES string, predict its absorption, distribution, metabolism, or excretion properties. Task type varies by dataset: regression for continuous measurements (e.g., permeability, clearance, half-life) or binary classification for categorical outcomes (e.g., BBB penetration, CYP inhibition). Dataset: hlm. (1) The drug is COc1ccc2nc(NC(=O)C(CC3CCCC3)c3ccc(S(=O)(=O)N(C)Cc4ccccc4)cc3)sc2n1. The result is 1 (stable in human liver microsomes). (2) The drug is Nc1sc2c(c1C(=O)c1ccc(-c3ccccc3)cc1)CCCC2. The result is 1 (stable in human liver microsomes). (3) The compound is CC[C@H]1OC(=O)[C@H](C)[C@@H](O[C@H]2C[C@@](C)(OC)[C@@H](O)[C@H](C)O2)[C@H](C)[C@@H](O[C@@H]2O[C@H](C)C[C@H](N(C)C)[C@H]2O)[C@](C)(O)C[C@@H](C)CN(CCCNC(=O)Nc2ccc3ccccc3c2)[C@H](C)[C@@H](O)[C@]1(C)O. The result is 0 (unstable in human liver microsomes). (4) The compound is Cc1nnc(S(=O)(=O)CC(=O)C23CC4CC(CC(C4)C2)C3)s1. The result is 1 (stable in human liver microsomes). (5) The drug is Cc1ccc(NC(=O)c2ccc3c(c2)N(C2CC2)C(C)C(=O)N3C)cc1F. The result is 1 (stable in human liver microsomes).